Dataset: Catalyst prediction with 721,799 reactions and 888 catalyst types from USPTO. Task: Predict which catalyst facilitates the given reaction. (1) Reactant: [Cl:1][C:2]([Cl:15])=[CH:3][CH2:4][O:5][C:6]1[CH:11]=[C:10]([Cl:12])[C:9]([OH:13])=[C:8]([Cl:14])[CH:7]=1.O[CH2:17][C:18]1[CH:23]=[CH:22][N:21]=[CH:20][CH:19]=1.C1(P(C2C=CC=CC=2)C2C=CC=CC=2)C=CC=CC=1.N(C(OC(C)C)=O)=NC(OC(C)C)=O. Product: [Cl:14][C:8]1[CH:7]=[C:6]([O:5][CH2:4][CH:3]=[C:2]([Cl:1])[Cl:15])[CH:11]=[C:10]([Cl:12])[C:9]=1[O:13][CH2:17][C:18]1[CH:23]=[CH:22][N:21]=[CH:20][CH:19]=1. The catalyst class is: 7. (2) Reactant: [F:1][C:2]1[CH:7]=[CH:6][C:5]([C:8]2[C:17]([N:18]3[CH2:22][CH2:21][CH2:20][C@H:19]3[CH3:23])=[N:16][C:15]3[C:10](=[CH:11][CH:12]=[C:13]([C:24]([O:26]C)=[O:25])[CH:14]=3)[N:9]=2)=[CH:4][CH:3]=1.[OH-].[Na+].Cl. Product: [F:1][C:2]1[CH:7]=[CH:6][C:5]([C:8]2[C:17]([N:18]3[CH2:22][CH2:21][CH2:20][C@H:19]3[CH3:23])=[N:16][C:15]3[C:10](=[CH:11][CH:12]=[C:13]([C:24]([OH:26])=[O:25])[CH:14]=3)[N:9]=2)=[CH:4][CH:3]=1. The catalyst class is: 24. (3) Reactant: Cl[CH2:2][C:3]1[O:4][C:5]2[CH:11]=[C:10]([O:12][C:13]3[S:14][C:15]4[C:16]([N:21]=3)=[N:17][CH:18]=[CH:19][CH:20]=4)[CH:9]=[CH:8][C:6]=2[CH:7]=1.CCN(C(C)C)C(C)C.[NH:31]1[CH2:36][CH2:35][O:34][CH2:33][CH2:32]1. Product: [N:31]1([CH2:2][C:3]2[O:4][C:5]3[CH:11]=[C:10]([O:12][C:13]4[S:14][C:15]5[C:16]([N:21]=4)=[N:17][CH:18]=[CH:19][CH:20]=5)[CH:9]=[CH:8][C:6]=3[CH:7]=2)[CH2:36][CH2:35][O:34][CH2:33][CH2:32]1. The catalyst class is: 23. (4) Reactant: [CH2:1]([O:8][C:9]([N:11]1[CH2:16][CH2:15][CH:14]([CH2:17][OH:18])[CH2:13][CH2:12]1)=[O:10])[C:2]1[CH:7]=[CH:6][CH:5]=[CH:4][CH:3]=1.[Cr](Cl)([O-])(=O)=O.[NH+]1C=CC=CC=1. Product: [CH2:1]([O:8][C:9]([N:11]1[CH2:16][CH2:15][CH:14]([CH:17]=[O:18])[CH2:13][CH2:12]1)=[O:10])[C:2]1[CH:7]=[CH:6][CH:5]=[CH:4][CH:3]=1. The catalyst class is: 158. (5) Reactant: [F:1][C:2]1[CH:7]=[CH:6][CH:5]=[C:4]([F:8])[C:3]=1[N:9]1[C:14]2[N:15]=[C:16]([N:29]3[CH2:34][CH2:33][CH:32]([N:35]4[CH2:40][CH2:39][CH:38]([CH3:41])[CH2:37][CH2:36]4)[CH2:31][CH2:30]3)[N:17]=[C:18]([C:19]3[CH:20]=[C:21]([CH:25]=[CH:26][C:27]=3[CH3:28])[C:22](O)=[O:23])[C:13]=2[CH:12]=[CH:11][C:10]1=[O:42].CN(C(O[N:51]1N=N[C:53]2[CH:54]=CC=C[C:52]1=2)=[N+](C)C)C.F[P-](F)(F)(F)(F)F.C(N(CC)CC)C.C(N)CC. Product: [F:1][C:2]1[CH:7]=[CH:6][CH:5]=[C:4]([F:8])[C:3]=1[N:9]1[C:14]2[N:15]=[C:16]([N:29]3[CH2:34][CH2:33][CH:32]([N:35]4[CH2:36][CH2:37][CH:38]([CH3:41])[CH2:39][CH2:40]4)[CH2:31][CH2:30]3)[N:17]=[C:18]([C:19]3[CH:20]=[C:21]([CH:25]=[CH:26][C:27]=3[CH3:28])[C:22]([NH:51][CH2:52][CH2:53][CH3:54])=[O:23])[C:13]=2[CH:12]=[CH:11][C:10]1=[O:42]. The catalyst class is: 3.